Dataset: Forward reaction prediction with 1.9M reactions from USPTO patents (1976-2016). Task: Predict the product of the given reaction. Given the reactants [CH3:1][N:2]1[C:6]([C:7]2[CH:15]=[C:14]3[C:10]([CH2:11][CH2:12][CH:13]3[NH:16][C:17](=[O:23])[O:18][C:19]([CH3:22])([CH3:21])[CH3:20])=[CH:9][CH:8]=2)=[C:5]([N+:24]([O-])=O)[CH:4]=[N:3]1.[NH4+].[Cl-].C([O-])(O)=O.[Na+], predict the reaction product. The product is: [NH2:24][C:5]1[CH:4]=[N:3][N:2]([CH3:1])[C:6]=1[C:7]1[CH:15]=[C:14]2[C:10]([CH2:11][CH2:12][CH:13]2[NH:16][C:17](=[O:23])[O:18][C:19]([CH3:20])([CH3:21])[CH3:22])=[CH:9][CH:8]=1.